From a dataset of Reaction yield outcomes from USPTO patents with 853,638 reactions. Predict the reaction yield, written as a fraction of the theoretical maximum amount of product (1.0 means a 100% yield; for example, 0.34 means a 34% yield). The reactants are C[O:2][C:3]([C:5]1[CH:14]=[C:13]([O:15][CH2:16][C:17](=[O:34])[NH:18][C:19]2[CH:24]=[CH:23][CH:22]=[C:21]([CH2:25][NH:26][C:27]([O:29][C:30]([CH3:33])([CH3:32])[CH3:31])=[O:28])[CH:20]=2)[C:12]2[C:7](=[CH:8][C:9]([Cl:36])=[CH:10][C:11]=2[Cl:35])[CH:6]=1)=[O:4].[Li+].[OH-]. No catalyst specified. The product is [C:30]([O:29][C:27]([NH:26][CH2:25][C:21]1[CH:20]=[C:19]([NH:18][C:17]([CH2:16][O:15][C:13]2[C:12]3[C:7](=[CH:8][C:9]([Cl:36])=[CH:10][C:11]=3[Cl:35])[CH:6]=[C:5]([C:3]([OH:4])=[O:2])[CH:14]=2)=[O:34])[CH:24]=[CH:23][CH:22]=1)=[O:28])([CH3:33])([CH3:31])[CH3:32]. The yield is 0.750.